Dataset: Forward reaction prediction with 1.9M reactions from USPTO patents (1976-2016). Task: Predict the product of the given reaction. (1) Given the reactants [N:1]1([C:6]2[CH:11]=[CH:10][C:9]([C:12]3[NH:17][C:16](=[O:18])[C:15]([C:19]([O:21]C)=[O:20])=[CH:14][C:13]=3[CH2:23][CH3:24])=[CH:8][CH:7]=2)[CH2:5][CH:4]=[CH:3][CH2:2]1.[Li+].[OH-].Cl, predict the reaction product. The product is: [N:1]1([C:6]2[CH:7]=[CH:8][C:9]([C:12]3[NH:17][C:16](=[O:18])[C:15]([C:19]([OH:21])=[O:20])=[CH:14][C:13]=3[CH2:23][CH3:24])=[CH:10][CH:11]=2)[CH2:5][CH:4]=[CH:3][CH2:2]1. (2) The product is: [Cl:8][C:7]1[C:6]([N:20]2[CH2:19][CH2:18][CH:17]([C:14]3[CH:15]=[CH:16][C:11]([F:10])=[CH:12][CH:13]=3)[CH2:22][CH2:21]2)=[CH:5][N:4]=[N:3][C:2]=1[NH:29][NH2:30]. Given the reactants Cl[C:2]1[N:3]=[N:4][CH:5]=[C:6](Cl)[C:7]=1[Cl:8].[F:10][C:11]1[CH:16]=[CH:15][C:14]([CH:17]2[CH2:22][CH2:21][NH:20][CH2:19][CH2:18]2)=[CH:13][CH:12]=1.C(=O)([O-])[O-].[K+].[K+].[NH2:29][NH2:30], predict the reaction product.